Predict the reactants needed to synthesize the given product. From a dataset of Full USPTO retrosynthesis dataset with 1.9M reactions from patents (1976-2016). (1) Given the product [Br:1][C:2]1[CH:3]=[N:4][C:5]2[N:6]([N:8]=[C:9]([C:11]([N:23]3[CH2:22][CH2:21][C:20]4[C:25](=[CH:26][C:17]([N:16]([CH2:28][CH3:29])[CH2:14][CH3:15])=[CH:18][CH:19]=4)[CH:24]3[CH3:27])=[O:13])[CH:10]=2)[CH:7]=1, predict the reactants needed to synthesize it. The reactants are: [Br:1][C:2]1[CH:3]=[N:4][C:5]2[N:6]([N:8]=[C:9]([C:11]([OH:13])=O)[CH:10]=2)[CH:7]=1.[CH2:14]([N:16]([CH2:28][CH3:29])[C:17]1[CH:26]=[C:25]2[C:20]([CH2:21][CH2:22][NH:23][CH:24]2[CH3:27])=[CH:19][CH:18]=1)[CH3:15]. (2) Given the product [CH:32]1([CH2:31][O:30][C:22]2[CH:23]=[C:24]([F:29])[C:25]([O:27][CH3:28])=[CH:26][C:21]=2[C:20]2[CH:19]=[CH:18][N:17]=[C:16]3[C:12]([C:10]([NH:9][C@H:6]4[CH2:7][CH2:8][C@@H:3]([NH:2][C:39](=[O:40])[CH2:38][O:36][CH3:37])[CH2:4][CH2:5]4)=[O:11])=[C:13]([CH3:35])[NH:14][C:15]=23)[CH2:33][CH2:34]1, predict the reactants needed to synthesize it. The reactants are: Cl.[NH2:2][C@@H:3]1[CH2:8][CH2:7][C@H:6]([NH:9][C:10]([C:12]2[C:16]3=[N:17][CH:18]=[CH:19][C:20]([C:21]4[CH:26]=[C:25]([O:27][CH3:28])[C:24]([F:29])=[CH:23][C:22]=4[O:30][CH2:31][CH:32]4[CH2:34][CH2:33]4)=[C:15]3[NH:14][C:13]=2[CH3:35])=[O:11])[CH2:5][CH2:4]1.[O:36]([CH2:38][C:39](Cl)=[O:40])[CH3:37]. (3) Given the product [CH3:18][O:17][C:12]1[CH:13]=[CH:14][CH:15]=[CH:16][C:11]=1[C:8]1[N:6]2[CH:7]=[C:2]([C:24]3[CH:25]=[CH:26][C:21]([O:20][CH3:19])=[CH:22][CH:23]=3)[CH:3]=[CH:4][C:5]2=[N:10][N:9]=1, predict the reactants needed to synthesize it. The reactants are: Br[C:2]1[CH:3]=[CH:4][C:5]2[N:6]([C:8]([C:11]3[CH:16]=[CH:15][CH:14]=[CH:13][C:12]=3[O:17][CH3:18])=[N:9][N:10]=2)[CH:7]=1.[CH3:19][O:20][C:21]1[CH:26]=[CH:25][C:24](B(O)O)=[CH:23][CH:22]=1.C(=O)([O-])[O-].[Cs+].[Cs+].O1CCOCC1. (4) The reactants are: O[C:2]([C:4]1[CH:12]=[CH:11][C:7]([CH:8]([CH3:10])[CH3:9])=[CH:6][CH:5]=1)=[O:3].[NH2:13][C:14]1[CH:15]=[N:16][CH:17]=[CH:18][CH:19]=1.C1C2C(=CC=CC=2)C=CC=1C(O)=O.IC1C=CC(N)=CC=1. Given the product [CH:8]([C:7]1[CH:11]=[CH:12][C:4]([C:2]([NH:13][C:14]2[CH:15]=[N:16][CH:17]=[CH:18][CH:19]=2)=[O:3])=[CH:5][CH:6]=1)([CH3:10])[CH3:9], predict the reactants needed to synthesize it. (5) Given the product [N:35]1([CH2:40][C:41]2[NH:43][N:44]=[C:6]([C:8]3[CH:9]=[C:10]4[C:14](=[CH:15][CH:16]=3)[NH:13][N:12]=[C:11]4[C:17]3[CH:18]=[C:19]4[C:24](=[CH:25][CH:26]=3)[CH:23]=[C:22]([OH:27])[CH:21]=[CH:20]4)[N:7]=2)[CH2:39][CH2:38][CH2:37][CH2:36]1, predict the reactants needed to synthesize it. The reactants are: Cl.Cl.C(O[C:6]([C:8]1[CH:9]=[C:10]2[C:14](=[CH:15][CH:16]=1)[NH:13][N:12]=[C:11]2[C:17]1[CH:26]=[CH:25][C:24]2[C:19](=[CH:20][CH:21]=[C:22]([OH:27])[CH:23]=2)[CH:18]=1)=[NH:7])C.C(N(CC)CC)C.[N:35]1([CH2:40][C:41]([NH:43][NH2:44])=O)[CH2:39][CH2:38][CH2:37][CH2:36]1. (6) Given the product [F:26][C:2]([F:1])([F:25])[C:3]1[CH:8]=[CH:7][CH:6]=[CH:5][C:4]=1[C:9]([NH:11][C:12]1[CH:13]=[C:14]([C:21]([OH:23])=[O:22])[C:15]2[N:19]=[CH:18][NH:17][C:16]=2[CH:20]=1)=[O:10], predict the reactants needed to synthesize it. The reactants are: [F:1][C:2]([F:26])([F:25])[C:3]1[CH:8]=[CH:7][CH:6]=[CH:5][C:4]=1[C:9]([NH:11][C:12]1[CH:13]=[C:14]([C:21]([O:23]C)=[O:22])[C:15]2[N:19]=[CH:18][NH:17][C:16]=2[CH:20]=1)=[O:10].[OH-].[Na+]. (7) Given the product [Br:1][C:2]1[CH:3]=[C:4]([N:9]2[CH2:14][CH2:13][CH2:12][N:11]([CH3:17])[S:10]2(=[O:15])=[O:16])[C:5]([CH3:8])=[N:6][CH:7]=1, predict the reactants needed to synthesize it. The reactants are: [Br:1][C:2]1[CH:3]=[C:4]([N:9]2[CH2:14][CH2:13][CH2:12][NH:11][S:10]2(=[O:16])=[O:15])[C:5]([CH3:8])=[N:6][CH:7]=1.[CH3:17]I.[OH-].[Na+].Cl. (8) Given the product [N:22]1[C:10]2[C:5](=[C:6]3[CH:20]=[CH:19][CH:18]=[CH:17][C:7]3=[C:8]3[CH:16]=[CH:15][CH:14]=[CH:13][C:9]3=2)[N:4]=[CH:3][C:27]=1[OH:28], predict the reactants needed to synthesize it. The reactants are: CO[C:3]1N=C[C:10]2[C:5](=[C:6]3[CH:20]=[CH:19][CH:18]=[CH:17][C:7]3=[C:8]3[CH:16]=[CH:15][CH:14]=[CH:13][C:9]3=2)[N:4]=1.Cl.[N:22]1[CH:27]=CC=CC=1.[OH2:28]. (9) The reactants are: C([O-])([O-])=O.[Na+].[Na+].Br[C:8]1[CH:15]=[CH:14][C:11]([C:12]#[N:13])=[CH:10][N:9]=1.[OH:16][C:17]1[CH:22]=[CH:21][C:20](B(O)O)=[CH:19][CH:18]=1. Given the product [OH:16][C:17]1[CH:22]=[CH:21][C:20]([C:8]2[CH:15]=[CH:14][C:11]([C:12]#[N:13])=[CH:10][N:9]=2)=[CH:19][CH:18]=1, predict the reactants needed to synthesize it.